Dataset: Catalyst prediction with 721,799 reactions and 888 catalyst types from USPTO. Task: Predict which catalyst facilitates the given reaction. (1) Reactant: Cl[C:2]1[C:13]2[CH:12]=[C:11]([C:14]([O:16][CH3:17])=[O:15])[CH2:10][CH2:9][CH2:8][NH:7][C:6]=2[N:5]=[CH:4][N:3]=1.[Cl:18][C:19]1[CH:20]=[C:21]([CH:23]=[CH:24][C:25]=1[O:26][CH2:27][C:28]1[CH:33]=[CH:32][CH:31]=[C:30]([F:34])[CH:29]=1)[NH2:22].[Cl-].[NH+]1C=CC=CC=1.C(=O)(O)[O-].[Na+]. Product: [Cl:18][C:19]1[CH:20]=[C:21]([NH:22][C:2]2[C:13]3[CH:12]=[C:11]([C:14]([O:16][CH3:17])=[O:15])[CH2:10][CH2:9][CH2:8][NH:7][C:6]=3[N:5]=[CH:4][N:3]=2)[CH:23]=[CH:24][C:25]=1[O:26][CH2:27][C:28]1[CH:33]=[CH:32][CH:31]=[C:30]([F:34])[CH:29]=1. The catalyst class is: 32. (2) Reactant: C(N(CC)CC)C.[F:8][C:9]1[CH:14]=[CH:13][CH:12]=[CH:11][C:10]=1[N:15]1[C:23]2[C:18](=[C:19]([N:24]3[CH2:31][C@@H:30]4[C@@H:26]([CH2:27][NH:28][CH2:29]4)[C:25]3=[O:32])[CH:20]=[CH:21][CH:22]=2)[CH:17]=[N:16]1.[N:33]1[CH:38]=[CH:37][CH:36]=[C:35]([S:39](Cl)(=[O:41])=[O:40])[CH:34]=1. Product: [F:8][C:9]1[CH:14]=[CH:13][CH:12]=[CH:11][C:10]=1[N:15]1[C:23]2[C:18](=[C:19]([N:24]3[CH2:31][C@@H:30]4[C@@H:26]([CH2:27][N:28]([S:39]([C:35]5[CH:34]=[N:33][CH:38]=[CH:37][CH:36]=5)(=[O:41])=[O:40])[CH2:29]4)[C:25]3=[O:32])[CH:20]=[CH:21][CH:22]=2)[CH:17]=[N:16]1. The catalyst class is: 2. (3) Reactant: Cl[C:2]1[CH:7]=[C:6]([CH:8]([CH3:10])[CH3:9])[N:5]=[C:4]([NH2:11])[N:3]=1.[CH3:12][N:13]1[CH2:18][CH2:17][NH:16][CH2:15][CH2:14]1. Product: [CH:8]([C:6]1[CH:7]=[C:2]([N:16]2[CH2:17][CH2:18][N:13]([CH3:12])[CH2:14][CH2:15]2)[N:3]=[C:4]([NH2:11])[N:5]=1)([CH3:10])[CH3:9]. The catalyst class is: 8. (4) Reactant: [C:1]([O:5][C:6](=[O:17])[NH:7][CH2:8][C:9]1[CH:14]=[C:13]([Cl:15])[CH:12]=[CH:11][C:10]=1[OH:16])([CH3:4])([CH3:3])[CH3:2].C([O-])([O-])=O.[K+].[K+].Br[CH2:25][C:26]([NH2:28])=[O:27]. Product: [C:1]([O:5][C:6](=[O:17])[NH:7][CH2:8][C:9]1[CH:14]=[C:13]([Cl:15])[CH:12]=[CH:11][C:10]=1[O:16][CH2:25][C:26](=[O:27])[NH2:28])([CH3:4])([CH3:2])[CH3:3]. The catalyst class is: 3. (5) Reactant: [F:1][C:2]1[C:3]([NH:25][C:26]2[CH:27]=[C:28]([N:32](C)[C:33](=O)OC(C)(C)C)[CH:29]=[CH:30][CH:31]=2)=[N:4][C:5]([NH:8][C:9]2[CH:14]=[CH:13][C:12]([O:15][CH2:16][CH2:17][O:18]COCCOC)=[CH:11][CH:10]=2)=[N:6][CH:7]=1.C(Cl)Cl.CO. Product: [F:1][C:2]1[C:3]([NH:25][C:26]2[CH:31]=[CH:30][CH:29]=[C:28]([NH:32][CH3:33])[CH:27]=2)=[N:4][C:5]([NH:8][C:9]2[CH:10]=[CH:11][C:12]([O:15][CH2:16][CH2:17][OH:18])=[CH:13][CH:14]=2)=[N:6][CH:7]=1. The catalyst class is: 55. (6) Reactant: [CH:1]1([NH:4][CH2:5][C:6]2[C:12]([F:13])=[CH:11][CH:10]=[CH:9][C:7]=2[NH2:8])[CH2:3][CH2:2]1.C1N=CN([C:19](N2C=NC=C2)=[O:20])C=1. Product: [CH:1]1([N:4]2[CH2:5][C:6]3[C:7](=[CH:9][CH:10]=[CH:11][C:12]=3[F:13])[NH:8][C:19]2=[O:20])[CH2:2][CH2:3]1. The catalyst class is: 1.